Dataset: Reaction yield outcomes from USPTO patents with 853,638 reactions. Task: Predict the reaction yield, written as a fraction of the theoretical maximum amount of product (1.0 means a 100% yield; for example, 0.34 means a 34% yield). (1) The reactants are [NH2:1][CH2:2][C:3]1[CH:4]=[C:5]([C:9]2[CH:10]=[C:11]3[C:15](=[C:16]([C:18]([NH2:20])=[O:19])[CH:17]=2)[NH:14][CH:13]=[C:12]3[CH:21]2[CH2:26][CH2:25][N:24]([S:27]([CH2:30][CH3:31])(=[O:29])=[O:28])[CH2:23][CH2:22]2)[CH:6]=[CH:7][CH:8]=1.[Cl:32][C:33]1[CH:38]=[CH:37][C:36]([Cl:39])=[CH:35][C:34]=1[S:40](Cl)(=[O:42])=[O:41].CCN(C(C)C)C(C)C. The catalyst is CN(C=O)C.C(Cl)Cl. The product is [Cl:32][C:33]1[CH:38]=[CH:37][C:36]([Cl:39])=[CH:35][C:34]=1[S:40]([NH:1][CH2:2][C:3]1[CH:4]=[C:5]([C:9]2[CH:10]=[C:11]3[C:15](=[C:16]([C:18]([NH2:20])=[O:19])[CH:17]=2)[NH:14][CH:13]=[C:12]3[CH:21]2[CH2:22][CH2:23][N:24]([S:27]([CH2:30][CH3:31])(=[O:29])=[O:28])[CH2:25][CH2:26]2)[CH:6]=[CH:7][CH:8]=1)(=[O:42])=[O:41]. The yield is 0.110. (2) The reactants are [F:1][C:2]([F:7])([F:6])[C:3]([OH:5])=[O:4].C(OC([N:15]1[CH2:18][CH:17]([C:19]2[CH:24]=[CH:23][C:22]([O:25][CH2:26][C:27]3[CH:32]=[CH:31][CH:30]=[CH:29][CH:28]=3)=[CH:21][C:20]=2[O:33][CH2:34][C:35]2[CH:40]=[CH:39][CH:38]=[CH:37][CH:36]=2)[CH2:16]1)=O)(C)(C)C. The catalyst is ClCCl. The product is [F:1][C:2]([F:7])([F:6])[C:3]([OH:5])=[O:4].[CH2:34]([O:33][C:20]1[CH:21]=[C:22]([O:25][CH2:26][C:27]2[CH:32]=[CH:31][CH:30]=[CH:29][CH:28]=2)[CH:23]=[CH:24][C:19]=1[CH:17]1[CH2:18][NH:15][CH2:16]1)[C:35]1[CH:40]=[CH:39][CH:38]=[CH:37][CH:36]=1. The yield is 0.900. (3) The reactants are [Cl:1][C:2]1[C:3](=[O:23])[N:4]([CH2:19][C@@H:20]2[CH2:22][O:21]2)[N:5]=[CH:6][C:7]=1[NH:8][C@@H:9]1[CH2:14][C@@H:13]2[CH2:15][C@@H:11]([C:12]2([CH3:17])[CH3:16])[C@H:10]1[CH3:18].[N:24]1[CH:29]=[CH:28][C:27]([CH2:30][NH2:31])=[CH:26][CH:25]=1. The catalyst is C(O)C. The product is [Cl:1][C:2]1[C:3](=[O:23])[N:4]([CH2:19][C@@H:20]([OH:21])[CH2:22][NH:31][CH2:30][C:27]2[CH:28]=[CH:29][N:24]=[CH:25][CH:26]=2)[N:5]=[CH:6][C:7]=1[NH:8][C@@H:9]1[CH2:14][C@@H:13]2[CH2:15][C@@H:11]([C:12]2([CH3:17])[CH3:16])[C@H:10]1[CH3:18]. The yield is 0.290. (4) The reactants are [OH:1][C:2]1[C:7]([C:8]([OH:10])=[O:9])=[CH:6][N:5]=[C:4]([CH3:11])[CH:3]=1.[Br:12]Br. The catalyst is C(O)(=O)C.O. The product is [Br:12][C:3]1[C:4]([CH3:11])=[N:5][CH:6]=[C:7]([C:2]=1[OH:1])[C:8]([OH:10])=[O:9]. The yield is 0.980. (5) The reactants are Cl[C:2]1[N:7]([CH3:8])[C:6](=[O:9])[C:5]([O:10][CH3:11])=[CH:4][N:3]=1.[Cl:12][C:13]1[CH:18]=[CH:17][C:16](B(O)O)=[CH:15][C:14]=1[C:22]([F:25])([F:24])[F:23].C([O-])([O-])=O.[Cs+].[Cs+]. The catalyst is C1COCC1.O.ClCCl.[Pd](Cl)Cl.C1(P(C2C=CC=CC=2)[C-]2C=CC=C2)C=CC=CC=1.[C-]1(P(C2C=CC=CC=2)C2C=CC=CC=2)C=CC=C1.[Fe+2]. The product is [Cl:12][C:13]1[CH:18]=[CH:17][C:16]([C:2]2[N:7]([CH3:8])[C:6](=[O:9])[C:5]([O:10][CH3:11])=[CH:4][N:3]=2)=[CH:15][C:14]=1[C:22]([F:23])([F:24])[F:25]. The yield is 0.680. (6) The reactants are [C:1]([O:5][C:6]([NH:8][CH:9]([CH2:15][CH2:16][CH2:17][CH3:18])[C@H:10]([OH:14])[C:11](O)=[O:12])=[O:7])([CH3:4])([CH3:3])[CH3:2].Cl.CN.[CH:22]([N:25](CC)C(C)C)(C)C.CN(C(ON1N=NC2C=CC=NC1=2)=[N+](C)C)C.F[P-](F)(F)(F)(F)F. The catalyst is ClCCl. The product is [C:1]([O:5][C:6](=[O:7])[NH:8][C@H:9]([CH:10]([OH:14])[C:11](=[O:12])[NH:25][CH3:22])[CH2:15][CH2:16][CH2:17][CH3:18])([CH3:4])([CH3:3])[CH3:2]. The yield is 0.630.